From a dataset of Full USPTO retrosynthesis dataset with 1.9M reactions from patents (1976-2016). Predict the reactants needed to synthesize the given product. (1) The reactants are: [C:1]([C:4]1[CH:5]=[C:6]([CH:27]=[CH:28][C:29]=1[O:30]C)[O:7][C:8]1[C:9]([CH3:26])=[CH:10][C:11]([NH:17][C:18](=[O:25])[CH2:19][C:20]([O:22][CH2:23][CH3:24])=[O:21])=[C:12]2[C:16]=1[CH2:15][CH2:14][CH2:13]2)(=[O:3])[CH3:2].B(Cl)(Cl)Cl.C(O)C. Given the product [C:1]([C:4]1[CH:5]=[C:6]([CH:27]=[CH:28][C:29]=1[OH:30])[O:7][C:8]1[C:9]([CH3:26])=[CH:10][C:11]([NH:17][C:18](=[O:25])[CH2:19][C:20]([O:22][CH2:23][CH3:24])=[O:21])=[C:12]2[C:16]=1[CH2:15][CH2:14][CH2:13]2)(=[O:3])[CH3:2], predict the reactants needed to synthesize it. (2) Given the product [F:15][C:16]([F:29])([F:28])[S:17]([O:8][C:5]1[CH:6]=[CH:7][C:2]([F:1])=[CH:3][CH:4]=1)(=[O:19])=[O:18], predict the reactants needed to synthesize it. The reactants are: [F:1][C:2]1[CH:7]=[CH:6][C:5]([OH:8])=[CH:4][CH:3]=1.N1C=CC=CC=1.[F:15][C:16]([F:29])([F:28])[S:17](O[S:17]([C:16]([F:29])([F:28])[F:15])(=[O:19])=[O:18])(=[O:19])=[O:18]. (3) Given the product [C:10]([O:9][C:8]([NH:7][C:2]1[C:3]([B:20]([OH:25])[OH:21])=[CH:4][CH:5]=[CH:6][N:1]=1)=[O:14])([CH3:11])([CH3:13])[CH3:12], predict the reactants needed to synthesize it. The reactants are: [N:1]1[CH:6]=[CH:5][CH:4]=[CH:3][C:2]=1[NH:7][C:8](=[O:14])[O:9][C:10]([CH3:13])([CH3:12])[CH3:11].C([Li])CCC.[B:20](OC(C)C)([O:25]C(C)C)[O:21]C(C)C.[Cl-].[NH4+]. (4) Given the product [C:38]([C:7]1[CH:6]=[C:5]2[C:10]([C:11]([NH:13][CH2:14][C:15]3[CH:16]=[CH:17][C:18]([NH:21][C:22](=[O:30])[C:23]4[CH:24]=[CH:25][C:26]([F:29])=[CH:27][CH:28]=4)=[CH:19][CH:20]=3)=[N:12][C:3]([N:2]([CH3:32])[CH3:1])=[N:4]2)=[CH:9][CH:8]=1)(=[O:40])[CH3:39], predict the reactants needed to synthesize it. The reactants are: [CH3:1][N:2]([CH3:32])[C:3]1[N:12]=[C:11]([NH:13][CH2:14][C:15]2[CH:20]=[CH:19][C:18]([NH:21][C:22](=[O:30])[C:23]3[CH:28]=[CH:27][C:26]([F:29])=[CH:25][CH:24]=3)=[CH:17][CH:16]=2)[C:10]2[C:5](=[CH:6][C:7](I)=[CH:8][CH:9]=2)[N:4]=1.C([Sn](CCCC)(CCCC)[C:38]([O:40]CC)=[CH2:39])CCC.O.